Dataset: Full USPTO retrosynthesis dataset with 1.9M reactions from patents (1976-2016). Task: Predict the reactants needed to synthesize the given product. (1) Given the product [CH:4]([C@@H:6]1[CH2:10][C@H:9]([CH3:11])[CH2:8][N:7]1[C:12]([O:14][C:15]([CH3:16])([CH3:18])[CH3:17])=[O:13])=[O:5], predict the reactants needed to synthesize it. The reactants are: CON(C)[C:4]([C@@H:6]1[CH2:10][C@H:9]([CH3:11])[CH2:8][N:7]1[C:12]([O:14][C:15]([CH3:18])([CH3:17])[CH3:16])=[O:13])=[O:5].[H-].[Al+3].[Li+].[H-].[H-].[H-]. (2) Given the product [CH2:1]([O:8][C:9]1[CH:25]=[C:24]([N+:26]([O-:28])=[O:27])[CH:23]=[CH:22][C:10]=1[C:11]([NH:13][C@@H:14]([C@H:19]([OH:21])[CH3:20])[C:15]([OH:17])=[O:16])=[O:12])[C:2]1[CH:7]=[CH:6][CH:5]=[CH:4][CH:3]=1, predict the reactants needed to synthesize it. The reactants are: [CH2:1]([O:8][C:9]1[CH:25]=[C:24]([N+:26]([O-:28])=[O:27])[CH:23]=[CH:22][C:10]=1[C:11]([NH:13][C@@H:14]([C@H:19]([OH:21])[CH3:20])[C:15]([O:17]C)=[O:16])=[O:12])[C:2]1[CH:7]=[CH:6][CH:5]=[CH:4][CH:3]=1.[OH-].[Na+]. (3) The reactants are: [CH3:1][O:2][C:3]1[CH:8]=[CH:7][C:6]([C:9](=O)[CH2:10][C:11]#[N:12])=[CH:5][CH:4]=1.O.[NH2:15][NH2:16]. Given the product [CH3:1][O:2][C:3]1[CH:8]=[CH:7][C:6]([C:9]2[NH:16][N:15]=[C:11]([NH2:12])[CH:10]=2)=[CH:5][CH:4]=1, predict the reactants needed to synthesize it. (4) Given the product [C:17]([O:16][C:15]([NH:14][C:11]1[CH:12]=[CH:13][N:8]([CH2:7][CH2:6][CH:5]([F:24])[CH2:4][N:1]2[CH:28]=[C:29]([C:30]([O:32][CH2:27][CH3:26])=[O:31])[N:3]=[N:2]2)[C:9](=[O:23])[C:10]=1[F:22])=[O:21])([CH3:18])([CH3:19])[CH3:20], predict the reactants needed to synthesize it. The reactants are: [N:1]([CH2:4][CH:5]([F:24])[CH2:6][CH2:7][N:8]1[CH:13]=[CH:12][C:11]([NH:14][C:15](=[O:21])[O:16][C:17]([CH3:20])([CH3:19])[CH3:18])=[C:10]([F:22])[C:9]1=[O:23])=[N+:2]=[N-:3].C(O)[C@H:26](O)[C@H:27]1[O:32][C:30](=[O:31])[C:29](O)=[C:28]1O.O.C(OCC)(=O)C#C. (5) Given the product [C:1]([O:5][C:6]([C:8]1[N:9]([CH2:17][CH:18]([OH:35])[CH2:19][O:20][C:21]2[CH:26]=[CH:25][C:24]([CH2:27][CH2:28][CH2:29][CH2:30][CH2:31][CH2:32][CH2:33][CH3:34])=[CH:23][CH:22]=2)[C:10]2[C:15]([CH:16]=1)=[CH:14][CH:13]=[CH:12][CH:11]=2)=[O:7])([CH3:4])([CH3:3])[CH3:2], predict the reactants needed to synthesize it. The reactants are: [C:1]([O:5][C:6]([C:8]1[N:9]([CH2:17][CH:18]([O:35]C(=O)C)[CH2:19][O:20][C:21]2[CH:26]=[CH:25][C:24]([CH2:27][CH2:28][CH2:29][CH2:30][CH2:31][CH2:32][CH2:33][CH3:34])=[CH:23][CH:22]=2)[C:10]2[C:15]([CH:16]=1)=[CH:14][CH:13]=[CH:12][CH:11]=2)=[O:7])([CH3:4])([CH3:3])[CH3:2].C[O-].[Na+]. (6) Given the product [N:1]12[CH2:8][CH2:7][CH:4]([CH2:5][CH2:6]1)[CH:3]([NH:9][C:21]([C:19]1[C:20]3[C:12]([CH2:10][CH3:11])=[N:13][NH:14][C:15]=3[N:16]=[C:17]([C:24]3[CH:25]=[CH:26][C:27]([OH:30])=[CH:28][CH:29]=3)[CH:18]=1)=[O:22])[CH2:2]2.[C:53]([OH:59])([C:55]([F:58])([F:57])[F:56])=[O:54], predict the reactants needed to synthesize it. The reactants are: [N:1]12[CH2:8][CH2:7][CH:4]([CH2:5][CH2:6]1)[CH:3]([NH2:9])[CH2:2]2.[CH2:10]([C:12]1[C:20]2[C:19]([C:21](O)=[O:22])=[CH:18][C:17]([C:24]3[CH:29]=[CH:28][C:27]([OH:30])=[CH:26][CH:25]=3)=[N:16][C:15]=2[NH:14][N:13]=1)[CH3:11].[B-](F)(F)(F)F.CCOC(C(C#N)=NOC(N(C)C)=[N+](C)C)=O.[C:53]([OH:59])([C:55]([F:58])([F:57])[F:56])=[O:54].